This data is from Full USPTO retrosynthesis dataset with 1.9M reactions from patents (1976-2016). The task is: Predict the reactants needed to synthesize the given product. (1) Given the product [Cl:7][C:8]1[N:13]=[C:12]([C:14]([N:27]2[CH2:32][CH2:31][O:30][CH2:29][CH2:28]2)=[O:16])[CH:11]=[C:10]([C:17]2[CH:22]=[CH:21][C:20]([C:23]([F:26])([F:25])[F:24])=[CH:19][CH:18]=2)[N:9]=1, predict the reactants needed to synthesize it. The reactants are: C(Cl)(=O)C(Cl)=O.[Cl:7][C:8]1[N:13]=[C:12]([C:14]([OH:16])=O)[CH:11]=[C:10]([C:17]2[CH:22]=[CH:21][C:20]([C:23]([F:26])([F:25])[F:24])=[CH:19][CH:18]=2)[N:9]=1.[NH:27]1[CH2:32][CH2:31][O:30][CH2:29][CH2:28]1.C(=O)([O-])O.[Na+]. (2) Given the product [OH:29][CH:28]([C:7]1[C:8]([C:22]2[CH:27]=[CH:26][CH:25]=[CH:24][CH:23]=2)=[N:9][N:10]2[C:15]([Si:16]([CH3:17])([CH3:19])[CH3:18])=[C:14]([S:20][CH3:21])[CH:13]=[CH:12][C:11]=12)[C:30]1[N:35]=[C:34]([C:36]([O:38][CH3:39])=[O:37])[CH:33]=[CH:32][CH:31]=1, predict the reactants needed to synthesize it. The reactants are: C([Li])CCC.Br[C:7]1[C:8]([C:22]2[CH:27]=[CH:26][CH:25]=[CH:24][CH:23]=2)=[N:9][N:10]2[C:15]([Si:16]([CH3:19])([CH3:18])[CH3:17])=[C:14]([S:20][CH3:21])[CH:13]=[CH:12][C:11]=12.[CH:28]([C:30]1[N:35]=[C:34]([C:36]([O:38][CH3:39])=[O:37])[CH:33]=[CH:32][CH:31]=1)=[O:29].[Cl-].[NH4+]. (3) Given the product [Br:1][C:2]1[C:3]([CH3:10])=[C:4]2[C:21]([CH3:22])=[C:20]([Si:19]([CH3:24])([CH3:23])[CH3:18])[NH:8][C:5]2=[N:6][CH:7]=1, predict the reactants needed to synthesize it. The reactants are: [Br:1][C:2]1[C:3]([CH3:10])=[C:4](I)[C:5]([NH2:8])=[N:6][CH:7]=1.C([O-])(=O)C.[K+].[Cl-].[Li+].[CH3:18][Si:19]([CH3:24])([CH3:23])[C:20]#[C:21][CH3:22]. (4) Given the product [CH3:1][S:2]([O:5][C:6]1[CH:33]=[CH:32][C:9]([O:10][CH2:11][CH2:12][CH2:13][C:14]2[CH:31]=[CH:30][C:17]([O:18][CH2:19][C:20]3[CH:29]=[CH:28][CH:27]=[CH:26][C:21]=3[C:22]([OH:24])=[O:23])=[CH:16][CH:15]=2)=[CH:8][CH:7]=1)(=[O:4])=[O:3], predict the reactants needed to synthesize it. The reactants are: [CH3:1][S:2]([O:5][C:6]1[CH:33]=[CH:32][C:9]([O:10][CH2:11][CH2:12][CH2:13][C:14]2[CH:31]=[CH:30][C:17]([O:18][CH2:19][C:20]3[CH:29]=[CH:28][CH:27]=[CH:26][C:21]=3[C:22]([O:24]C)=[O:23])=[CH:16][CH:15]=2)=[CH:8][CH:7]=1)(=[O:4])=[O:3].[OH-].[Li+].Cl. (5) Given the product [CH3:22][O:21][N:20]([CH3:19])[C:15]([C:12]1([NH:11][C:9](=[O:10])[O:8][CH2:1][C:2]2[CH:3]=[CH:4][CH:5]=[CH:6][CH:7]=2)[CH2:13][CH2:14]1)=[O:17], predict the reactants needed to synthesize it. The reactants are: [CH2:1]([O:8][C:9]([NH:11][C:12]1([C:15]([OH:17])=O)[CH2:14][CH2:13]1)=[O:10])[C:2]1[CH:7]=[CH:6][CH:5]=[CH:4][CH:3]=1.Cl.[CH3:19][NH:20][O:21][CH3:22].CN(C(ON1N=NC2C=CC=NC1=2)=[N+](C)C)C.F[P-](F)(F)(F)(F)F.CCN(C(C)C)C(C)C.[OH-].[Na+]. (6) Given the product [NH2:48][C:46](=[O:47])[CH2:45][NH:44][C:11]([C:10]1[CH:9]=[N:8][N:6]2[CH:7]=[C:2]([Br:1])[CH:3]=[N:4][C:5]=12)=[O:13], predict the reactants needed to synthesize it. The reactants are: [Br:1][C:2]1[CH:3]=[N:4][C:5]2[N:6]([N:8]=[CH:9][C:10]=2[C:11]([OH:13])=O)[CH:7]=1.C(N(CC)CC)C.CN(C(ON1N=NC2C=CC=CC1=2)=[N+](C)C)C.[B-](F)(F)(F)F.Cl.[NH2:44][CH2:45][C:46]([NH2:48])=[O:47].